Dataset: Forward reaction prediction with 1.9M reactions from USPTO patents (1976-2016). Task: Predict the product of the given reaction. Given the reactants FC(F)(F)S([C:6]1[CH:22]=[CH:21][C:9]([CH:10]2[CH2:19][C:18](=[O:20])[C:17]3[C:12](=[CH:13][CH:14]=[CH:15][CH:16]=3)[O:11]2)=[CH:8][CH:7]=1)(=O)=O.C(=O)(O)[O-].[Na+].[F:30]C(F)(F)S([O-])(=O)=O.[Na+].F[P-](F)(F)(F)(F)F.F[P-](F)(F)(F)(F)F.ClC[N+]12CC[N+](F)(CC1)CC2, predict the reaction product. The product is: [F:30][C:6]1[CH:22]=[CH:21][C:9]([CH:10]2[CH2:19][C:18](=[O:20])[C:17]3[C:12](=[CH:13][CH:14]=[CH:15][CH:16]=3)[O:11]2)=[CH:8][CH:7]=1.